This data is from Reaction yield outcomes from USPTO patents with 853,638 reactions. The task is: Predict the reaction yield, written as a fraction of the theoretical maximum amount of product (1.0 means a 100% yield; for example, 0.34 means a 34% yield). (1) The reactants are [N:1]1[C:8]([Cl:9])=[N:7][C:5](Cl)=[N:4][C:2]=1[Cl:3].CC(C)=O.[CH3:14][NH2:15]. The catalyst is C(N(CC)CC)C. The product is [Cl:9][C:8]1[N:1]=[C:2]([Cl:3])[N:4]=[C:5]([NH:15][CH3:14])[N:7]=1. The yield is 0.500. (2) The reactants are [CH3:1][C@@:2]([S:42]([CH3:45])(=[O:44])=[O:43])([CH2:13][CH2:14][N:15]1[CH:20]=[CH:19][C:18]([C:21]2[CH:26]=[CH:25][C:24]([O:27][CH2:28][CH2:29][CH:30]3[CH2:33][CH:32]([O:34]C4CCCCO4)[CH2:31]3)=[CH:23][CH:22]=2)=[CH:17][C:16]1=[O:41])[C:3]([NH:5][O:6]C1CCCCO1)=[O:4].Cl. The catalyst is O1CCOCC1.CO.CCOCC. The product is [OH:6][NH:5][C:3](=[O:4])[C@:2]([CH3:1])([S:42]([CH3:45])(=[O:44])=[O:43])[CH2:13][CH2:14][N:15]1[CH:20]=[CH:19][C:18]([C:21]2[CH:26]=[CH:25][C:24]([O:27][CH2:28][CH2:29][CH:30]3[CH2:33][CH:32]([OH:34])[CH2:31]3)=[CH:23][CH:22]=2)=[CH:17][C:16]1=[O:41]. The yield is 0.805.